This data is from Forward reaction prediction with 1.9M reactions from USPTO patents (1976-2016). The task is: Predict the product of the given reaction. (1) Given the reactants Cl[C:2]1[C:11]2[C:6](=[C:7]([C:12]([F:15])([F:14])[F:13])[CH:8]=[CH:9][CH:10]=2)[N:5]=[CH:4][C:3]=1[C:16]([C:18]1[CH:23]=[CH:22][CH:21]=[CH:20][N:19]=1)=[O:17].[C:24]([C:27]1[CH:32]=[CH:31][CH:30]=[CH:29][C:28]=1B(O)O)(=[O:26])[CH3:25], predict the reaction product. The product is: [N:19]1[CH:20]=[CH:21][CH:22]=[CH:23][C:18]=1[C:16]([C:3]1[CH:4]=[N:5][C:6]2[C:11]([C:2]=1[C:28]1[CH:29]=[CH:30][CH:31]=[CH:32][C:27]=1[C:24](=[O:26])[CH3:25])=[CH:10][CH:9]=[CH:8][C:7]=2[C:12]([F:15])([F:14])[F:13])=[O:17]. (2) Given the reactants [N+:1](=[C:3]([C:8](=O)[CH2:9][O:10][CH3:11])[C:4]([O:6][CH3:7])=[O:5])=[N-:2].[NH4+]=[S:14], predict the reaction product. The product is: [CH3:11][O:10][CH2:9][C:8]1[S:14][N:2]=[N:1][C:3]=1[C:4]([O:6][CH3:7])=[O:5]. (3) Given the reactants Br[CH2:2][C:3]([C:5]1[C:6]([F:15])=[CH:7][C:8]([O:13][CH3:14])=[C:9]([CH:12]=1)[C:10]#[N:11])=[O:4].[C:16]([N:23]1[CH2:28][CH2:27][NH:26][CH2:25][C@@H:24]1CO)([O:18][C:19]([CH3:22])([CH3:21])[CH3:20])=[O:17].[CH3:31]CN(C(C)C)C(C)C.C1COCC1, predict the reaction product. The product is: [C:10]([C:9]1[C:8]([O:13][CH3:14])=[CH:7][C:6]([F:15])=[C:5]([C@@H:3]2[O:4][CH2:31][C@H:25]3[CH2:24][N:23]([C:16]([O:18][C:19]([CH3:20])([CH3:21])[CH3:22])=[O:17])[CH2:28][CH2:27][N:26]3[CH2:2]2)[CH:12]=1)#[N:11]. (4) Given the reactants [CH:1]([C:4]1[C:8]([CH2:9][CH2:10][CH2:11][OH:12])=[CH:7][N:6]([C:13]2[CH:18]=[CH:17][C:16]([C:19]([F:22])([F:21])[F:20])=[CH:15][N:14]=2)[N:5]=1)([CH3:3])[CH3:2].O[C:24]1[C:29]([CH:30]([CH3:32])[CH3:31])=[CH:28][CH:27]=[CH:26][C:25]=1[CH2:33][C:34]([O:36][CH3:37])=[O:35].C(P(CCCC)CCCC)CCC.N(C(N1CCCCC1)=O)=NC(N1CCCCC1)=O, predict the reaction product. The product is: [CH:30]([C:29]1[C:24]([O:12][CH2:11][CH2:10][CH2:9][C:8]2[C:4]([CH:1]([CH3:3])[CH3:2])=[N:5][N:6]([C:13]3[CH:18]=[CH:17][C:16]([C:19]([F:21])([F:20])[F:22])=[CH:15][N:14]=3)[CH:7]=2)=[C:25]([CH2:33][C:34]([O:36][CH3:37])=[O:35])[CH:26]=[CH:27][CH:28]=1)([CH3:32])[CH3:31]. (5) Given the reactants [CH3:1][C:2]1[CH:6]=[C:5]([C:7]2[CH:12]=[CH:11][CH:10]=[CH:9][CH:8]=2)[N:4]([C:13]2[CH:18]=[CH:17][C:16]([CH2:19][NH:20][C:21](=[O:29])[C:22]3[CH:27]=[CH:26][CH:25]=[C:24]([NH2:28])[CH:23]=3)=[CH:15][CH:14]=2)[N:3]=1.[CH3:30][C:31]1[CH:32]=[CH:33][CH:34]=[C:35]([C:43](Cl)=[O:44])[C:36]=1[C:37]1[CH:42]=[CH:41][CH:40]=[CH:39][CH:38]=1.C(N(CC)CC)C, predict the reaction product. The product is: [CH3:1][C:2]1[CH:6]=[C:5]([C:7]2[CH:8]=[CH:9][CH:10]=[CH:11][CH:12]=2)[N:4]([C:13]2[CH:14]=[CH:15][C:16]([CH2:19][NH:20][C:21](=[O:29])[C:22]3[CH:27]=[CH:26][CH:25]=[C:24]([NH:28][C:43]([C:35]4[C:36]([C:37]5[CH:42]=[CH:41][CH:40]=[CH:39][CH:38]=5)=[C:31]([CH3:30])[CH:32]=[CH:33][CH:34]=4)=[O:44])[CH:23]=3)=[CH:17][CH:18]=2)[N:3]=1.